This data is from Catalyst prediction with 721,799 reactions and 888 catalyst types from USPTO. The task is: Predict which catalyst facilitates the given reaction. (1) Reactant: [Cl:1][C:2]1[CH:3]=[C:4]([C:9]23[CH2:14][CH:13]2[CH2:12][C:11](=[O:15])[CH2:10]3)[CH:5]=[CH:6][C:7]=1[Cl:8].[C:16]([O-])(=O)[CH3:17].[NH4+].[BH3-]C#[N:23].[Na+].C#N. Product: [ClH:1].[Cl:1][C:2]1[CH:3]=[C:4]([C:9]23[CH2:14][CH:13]2[CH2:12][CH:11]([NH2:23])[CH2:10]3)[CH:5]=[CH:6][C:7]=1[Cl:8].[ClH:1].[CH2:16]([O:15][CH2:11][CH3:12])[CH3:17]. The catalyst class is: 5. (2) Reactant: [Cl:1][C:2]1[CH:7]=[CH:6][C:5]([C:8](=[O:18])[CH:9]([C:11]2[CH:16]=[CH:15][C:14]([Cl:17])=[CH:13][CH:12]=2)[OH:10])=[CH:4][CH:3]=1.[N+]([O-])(O)=O. Product: [Cl:1][C:2]1[CH:3]=[CH:4][C:5]([C:8](=[O:18])[C:9]([C:11]2[CH:16]=[CH:15][C:14]([Cl:17])=[CH:13][CH:12]=2)=[O:10])=[CH:6][CH:7]=1. The catalyst class is: 6.